This data is from Full USPTO retrosynthesis dataset with 1.9M reactions from patents (1976-2016). The task is: Predict the reactants needed to synthesize the given product. (1) Given the product [O:26]=[C:18]1[C:19]2[CH:25]=[CH:24][CH:23]=[CH:22][C:20]=2[S:21][C:1]([C:3]2[N:8]=[C:7]([CH2:9][P:10](=[O:17])([O:11][CH2:12][CH3:13])[O:14][CH2:15][CH3:16])[CH:6]=[CH:5][CH:4]=2)=[N:2]1, predict the reactants needed to synthesize it. The reactants are: [C:1]([C:3]1[N:8]=[C:7]([CH2:9][P:10](=[O:17])([O:14][CH2:15][CH3:16])[O:11][CH2:12][CH3:13])[CH:6]=[CH:5][CH:4]=1)#[N:2].[C:18](OC)(=[O:26])[C:19]1[C:20](=[CH:22][CH:23]=[CH:24][CH:25]=1)[SH:21].C(N(CC)CC)C. (2) Given the product [ClH:1].[NH2:55][N:45]1[C:44](=[O:56])[C:43]2[C:48](=[C:49]([CH3:50])[C:40]([N:37]3[CH2:38][CH:39]([CH:34]([NH2:33])[CH3:35])[C:7]([CH3:22])([CH3:8])[CH2:6]3)=[C:41]([F:57])[CH:42]=2)[N:47]([CH:51]2[CH2:53][CH2:52]2)[C:46]1=[O:54], predict the reactants needed to synthesize it. The reactants are: [ClH:1].NN1C(=O)C2[C:6](=[C:7]([CH3:22])[C:8](N3CC4C(C4N)C3)=C(F)C=2)N(C2CC2)C1=O.C(OC(=O)[NH:33][CH:34]1[CH:39]2[CH:35]1C[N:37]([C:40]1[C:49]([CH3:50])=[C:48]3[C:43]([C:44](=[O:56])[N:45]([NH2:55])[C:46](=[O:54])[N:47]3[CH:51]3[CH2:53][CH2:52]3)=[CH:42][C:41]=1[F:57])[CH2:38]2)(C)(C)C. (3) Given the product [N+:8]([C:5]1[CH:6]=[CH:7][C:2]([NH:11][C:12]2([CH2:17][OH:18])[CH2:16][CH2:15][CH2:14][CH2:13]2)=[CH:3][CH:4]=1)([O-:10])=[O:9], predict the reactants needed to synthesize it. The reactants are: F[C:2]1[CH:7]=[CH:6][C:5]([N+:8]([O-:10])=[O:9])=[CH:4][CH:3]=1.[NH2:11][C:12]1([CH2:17][OH:18])[CH2:16][CH2:15][CH2:14][CH2:13]1.C(N(C(C)C)CC)(C)C. (4) Given the product [Cl:1][C:2]1[CH:11]=[CH:10][C:9]2[N:8]=[CH:7][C:6](=[O:12])[N:5]3[CH:16]([CH2:17][N:18]4[CH2:23][CH2:22][CH:21]([N:24]([CH2:32][C:33]5[N:38]=[CH:37][C:36]6[O:39][CH2:40][CH2:41][O:42][C:35]=6[CH:34]=5)[C:25](=[O:31])[O:26][C:27]([CH3:28])([CH3:30])[CH3:29])[CH2:20][CH2:19]4)[CH2:15][O:14][C:3]=1[C:4]=23, predict the reactants needed to synthesize it. The reactants are: [Cl:1][C:2]1[C:3]([O:14][CH2:15][CH:16](O)[CH2:17][N:18]2[CH2:23][CH2:22][CH:21]([N:24]([CH2:32][C:33]3[N:38]=[CH:37][C:36]4[O:39][CH2:40][CH2:41][O:42][C:35]=4[CH:34]=3)[C:25](=[O:31])[O:26][C:27]([CH3:30])([CH3:29])[CH3:28])[CH2:20][CH2:19]2)=[C:4]2[C:9](=[CH:10][CH:11]=1)[N:8]=[CH:7][C:6]([O:12]C)=[N:5]2.C(N(C(C)C)CC)(C)C.CS(OS(C)(=O)=O)(=O)=O. (5) Given the product [CH2:8]1[O:17][C:11]2([CH2:16][CH2:15][N:14]([S:4]([CH:1]([CH3:3])[CH3:2])(=[O:6])=[O:5])[CH2:13][CH2:12]2)[O:10][CH2:9]1, predict the reactants needed to synthesize it. The reactants are: [CH:1]([S:4](Cl)(=[O:6])=[O:5])([CH3:3])[CH3:2].[CH2:8]1[O:17][C:11]2([CH2:16][CH2:15][NH:14][CH2:13][CH2:12]2)[O:10][CH2:9]1.C(N(CC)CC)C.